From a dataset of Full USPTO retrosynthesis dataset with 1.9M reactions from patents (1976-2016). Predict the reactants needed to synthesize the given product. (1) Given the product [OH:1][C:2]1[C:10]2[O:9][CH2:8][O:7][C:6]=2[CH:5]=[CH:4][C:3]=1[C:11](=[O:20])[CH2:12][CH2:13][C:14]1[CH:19]=[CH:18][CH:17]=[CH:16][N:15]=1, predict the reactants needed to synthesize it. The reactants are: [OH:1][C:2]1[C:10]2[O:9][CH2:8][O:7][C:6]=2[CH:5]=[CH:4][C:3]=1[C:11](=[O:20])/[CH:12]=[CH:13]/[C:14]1[CH:19]=[CH:18][CH:17]=[CH:16][N:15]=1. (2) The reactants are: FC(F)(F)C([NH:5][CH2:6][CH2:7][N:8]1[CH2:13][CH2:12][N:11]([C:14]2[C:23]3[C:18](=[CH:19][CH:20]=[C:21]([O:24][CH3:25])[CH:22]=3)[N:17]=[CH:16][CH:15]=2)[CH2:10][CH2:9]1)=O.C([O-])([O-])=O.[K+].[K+].O. Given the product [CH3:25][O:24][C:21]1[CH:22]=[C:23]2[C:18](=[CH:19][CH:20]=1)[N:17]=[CH:16][CH:15]=[C:14]2[N:11]1[CH2:10][CH2:9][N:8]([CH2:7][CH2:6][NH2:5])[CH2:13][CH2:12]1, predict the reactants needed to synthesize it. (3) Given the product [CH3:1][O:2][C:3]1[CH:4]=[C:5]([N:22]2[CH2:23][CH2:24][NH:25][CH2:26][CH2:27]2)[CH:6]=[CH:7][C:8]=1[NH:9][C:10]([C:12]1[C:16]2[C:17](=[O:21])[NH:18][CH2:19][CH2:20][C:15]=2[O:14][CH:13]=1)=[O:11], predict the reactants needed to synthesize it. The reactants are: [CH3:1][O:2][C:3]1[CH:4]=[C:5]([N:22]2[CH2:27][CH2:26][N:25](C(OC(C)(C)C)=O)[CH2:24][CH2:23]2)[CH:6]=[CH:7][C:8]=1[NH:9][C:10]([C:12]1[C:16]2[C:17](=[O:21])[NH:18][CH2:19][CH2:20][C:15]=2[O:14][CH:13]=1)=[O:11].FC(F)(F)C(O)=O. (4) Given the product [Cl:25][C:26]1[N:30]2[CH:31]=[C:32]([C:39]3[O:40][CH:41]=[CH:42][CH:43]=3)[CH:33]=[C:34]([C:35]([F:38])([F:37])[F:36])[C:29]2=[N:28][C:27]=1[C:44]([N:51]1[CH2:52][CH2:53][N:48]([CH3:47])[CH:49]([C:54]2[CH:55]=[CH:56][CH:57]=[CH:58][CH:59]=2)[CH2:50]1)=[O:45], predict the reactants needed to synthesize it. The reactants are: CN(C(ON1N=NC2C=CC=NC1=2)=[N+](C)C)C.F[P-](F)(F)(F)(F)F.[Cl:25][C:26]1[N:30]2[CH:31]=[C:32]([C:39]3[O:40][CH:41]=[CH:42][CH:43]=3)[CH:33]=[C:34]([C:35]([F:38])([F:37])[F:36])[C:29]2=[N:28][C:27]=1[C:44](O)=[O:45].[CH3:47][N:48]1[CH2:53][CH2:52][NH:51][CH2:50][CH:49]1[C:54]1[CH:59]=[CH:58][CH:57]=[CH:56][CH:55]=1. (5) Given the product [Br:23][C:22]1[CH:21]=[CH:20][C:4]([CH2:5][NH:6][C:7]([CH3:18])([C:8]([O:10][CH:11]2[CH2:15][CH2:14][CH2:13][CH2:12]2)=[O:9])[CH3:16])=[CH:3][CH:2]=1, predict the reactants needed to synthesize it. The reactants are: Br[C:2]1[CH:3]=[C:4]([CH:20]=[CH:21][CH:22]=1)[CH2:5][NH:6][C:7]([CH2:18]C)([CH2:16]C)[C:8]([O:10][CH:11]1[CH2:15][CH2:14][CH2:13][CH2:12]1)=[O:9].[Br:23]C1C=CC(C=O)=CC=1.Cl.CC(C(OC1CCCC1)=O)(C)N. (6) Given the product [ClH:52].[ClH:52].[CH3:1][O:2][C:3]1[CH:4]=[C:5]([N:11]([CH:12]2[CH2:13][CH2:14][N:15]([CH2:18][C:19]3[CH:24]=[CH:23][N:22]=[C:21]([C:25]4[CH:26]=[C:27]([O:35][CH3:36])[C:28]([O:33][CH3:34])=[C:29]([O:31][CH3:32])[CH:30]=4)[CH:20]=3)[CH2:16][CH2:17]2)[CH2:51][C:50]2[CH:53]=[CH:54][CH:55]=[CH:56][C:49]=2[C:41]2[CH:42]=[C:43]([O:47][CH3:48])[C:44]([O:45][CH3:46])=[C:39]([O:38][CH3:37])[CH:40]=2)[CH:6]=[C:7]([O:9][CH3:10])[CH:8]=1, predict the reactants needed to synthesize it. The reactants are: [CH3:1][O:2][C:3]1[CH:4]=[C:5]([NH:11][CH:12]2[CH2:17][CH2:16][N:15]([CH2:18][C:19]3[CH:24]=[CH:23][N:22]=[C:21]([C:25]4[CH:30]=[C:29]([O:31][CH3:32])[C:28]([O:33][CH3:34])=[C:27]([O:35][CH3:36])[CH:26]=4)[CH:20]=3)[CH2:14][CH2:13]2)[CH:6]=[C:7]([O:9][CH3:10])[CH:8]=1.[CH3:37][O:38][C:39]1[CH:40]=[C:41]([C:49]2[CH:56]=[CH:55][CH:54]=[CH:53][C:50]=2[CH2:51][Cl:52])[CH:42]=[C:43]([O:47][CH3:48])[C:44]=1[O:45][CH3:46].